Binary Classification. Given a drug SMILES string, predict its activity (active/inactive) in a high-throughput screening assay against a specified biological target. From a dataset of Cav3 T-type calcium channel HTS with 100,875 compounds. (1) The molecule is O(c1cc2c(c(=O)n(cc2C(=O)NCC(OCC)=O)C)cc1OC)C. The result is 0 (inactive). (2) The molecule is O=C(N1C(CCC1)C(=O)NC(Cc1ccccc1)C(=O)N)C(NC(OC(C)(C)C)=O)C(C)C. The result is 0 (inactive). (3) The compound is Fc1c(C2N(C(=O)C3C2C=CCC3CC)Cc2ccccc2)cc(cc1)C. The result is 0 (inactive). (4) The molecule is S(C(C)C(OC)=O)c1nn2c(nnc2cc1)c1ccc(F)cc1. The result is 0 (inactive). (5) The compound is O=C(C(c1cccnc1)(C)C)c1cccnc1. The result is 0 (inactive). (6) The compound is Brc1oc(C(=O)Nc2ccc(OC)cc2)cc1. The result is 0 (inactive).